From a dataset of NCI-60 drug combinations with 297,098 pairs across 59 cell lines. Regression. Given two drug SMILES strings and cell line genomic features, predict the synergy score measuring deviation from expected non-interaction effect. (1) Drug 1: C1CCC(C1)C(CC#N)N2C=C(C=N2)C3=C4C=CNC4=NC=N3. Drug 2: CC1=C2C(C(=O)C3(C(CC4C(C3C(C(C2(C)C)(CC1OC(=O)C(C(C5=CC=CC=C5)NC(=O)OC(C)(C)C)O)O)OC(=O)C6=CC=CC=C6)(CO4)OC(=O)C)OC)C)OC. Cell line: K-562. Synergy scores: CSS=72.5, Synergy_ZIP=10.3, Synergy_Bliss=10.0, Synergy_Loewe=-8.47, Synergy_HSA=9.59. (2) Drug 1: CC1CCC2CC(C(=CC=CC=CC(CC(C(=O)C(C(C(=CC(C(=O)CC(OC(=O)C3CCCCN3C(=O)C(=O)C1(O2)O)C(C)CC4CCC(C(C4)OC)OCCO)C)C)O)OC)C)C)C)OC. Drug 2: C(CN)CNCCSP(=O)(O)O. Cell line: HOP-62. Synergy scores: CSS=4.60, Synergy_ZIP=5.12, Synergy_Bliss=10.9, Synergy_Loewe=8.88, Synergy_HSA=7.58. (3) Drug 1: C1=CC=C(C(=C1)C(C2=CC=C(C=C2)Cl)C(Cl)Cl)Cl. Synergy scores: CSS=32.8, Synergy_ZIP=3.40, Synergy_Bliss=3.54, Synergy_Loewe=-15.1, Synergy_HSA=3.43. Cell line: HOP-92. Drug 2: CC1CCCC2(C(O2)CC(NC(=O)CC(C(C(=O)C(C1O)C)(C)C)O)C(=CC3=CSC(=N3)C)C)C. (4) Drug 1: C1=CN(C(=O)N=C1N)C2C(C(C(O2)CO)O)O.Cl. Drug 2: C#CCC(CC1=CN=C2C(=N1)C(=NC(=N2)N)N)C3=CC=C(C=C3)C(=O)NC(CCC(=O)O)C(=O)O. Cell line: SF-295. Synergy scores: CSS=34.7, Synergy_ZIP=-1.73, Synergy_Bliss=-2.92, Synergy_Loewe=-2.09, Synergy_HSA=1.08. (5) Drug 2: CC1=C(N=C(N=C1N)C(CC(=O)N)NCC(C(=O)N)N)C(=O)NC(C(C2=CN=CN2)OC3C(C(C(C(O3)CO)O)O)OC4C(C(C(C(O4)CO)O)OC(=O)N)O)C(=O)NC(C)C(C(C)C(=O)NC(C(C)O)C(=O)NCCC5=NC(=CS5)C6=NC(=CS6)C(=O)NCCC[S+](C)C)O. Cell line: COLO 205. Synergy scores: CSS=60.9, Synergy_ZIP=2.86, Synergy_Bliss=4.10, Synergy_Loewe=2.15, Synergy_HSA=5.73. Drug 1: CC1OCC2C(O1)C(C(C(O2)OC3C4COC(=O)C4C(C5=CC6=C(C=C35)OCO6)C7=CC(=C(C(=C7)OC)O)OC)O)O.